This data is from Full USPTO retrosynthesis dataset with 1.9M reactions from patents (1976-2016). The task is: Predict the reactants needed to synthesize the given product. (1) Given the product [N+:6]([O:9][CH2:11][CH2:12][CH2:13][CH2:14][C:15]([OH:17])=[O:16])([O-:8])=[O:7], predict the reactants needed to synthesize it. The reactants are: S(=O)(=O)(O)O.[N+:6]([O-:9])([OH:8])=[O:7].Br[CH2:11][CH2:12][CH2:13][CH2:14][C:15]([OH:17])=[O:16]. (2) Given the product [C:26]([C:11]1[N:12]2[CH2:17][CH2:16][N:15]([CH3:18])[C:14](=[O:19])[C:13]2=[C:9]([O:8][CH2:1][C:2]2[CH:7]=[CH:6][CH:5]=[CH:4][CH:3]=2)[C:10]=1[C:21]([O:23][CH2:24][CH3:25])=[O:22])(=[O:28])[CH3:27], predict the reactants needed to synthesize it. The reactants are: [CH2:1]([O:8][C:9]1[C:10]([C:21]([O:23][CH2:24][CH3:25])=[O:22])=[C:11](Br)[N:12]2[CH2:17][CH2:16][N:15]([CH3:18])[C:14](=[O:19])[C:13]=12)[C:2]1[CH:7]=[CH:6][CH:5]=[CH:4][CH:3]=1.[C:26]([O-])(=[O:28])[CH3:27].[Tl+].C(N(C(C)C)CC)(C)C.C1(P(C2C=CC=CC=2)CCCP(C2C=CC=CC=2)C2C=CC=CC=2)C=CC=CC=1.C(OCCCC)=C. (3) Given the product [CH3:1][O:2][C:3]1[CH:8]=[CH:7][CH:6]=[CH:5][C:4]=1[C:12]12[CH2:15][CH:13]([CH2:14]1)[CH2:11]2, predict the reactants needed to synthesize it. The reactants are: [CH3:1][O:2][C:3]1[CH:8]=[CH:7][CH:6]=[CH:5][C:4]=1[Mg]Br.[CH2:11]1[C:13]23[CH2:15][C:12]12[CH2:14]3. (4) Given the product [F:27][C:11]1[CH:10]=[C:9]2[C:14]([N:15]3[C:7](=[CH:8]2)[C:6]([OH:28])=[C:5]([C:3]([NH:29][CH2:30][C:31]([OH:33])=[O:32])=[O:4])[C:17](=[O:18])[N:16]3[CH2:19][C:20]2[CH:25]=[CH:24][C:23]([F:26])=[CH:22][CH:21]=2)=[CH:13][CH:12]=1, predict the reactants needed to synthesize it. The reactants are: CO[C:3]([C:5]1[C:17](=[O:18])[N:16]([CH2:19][C:20]2[CH:25]=[CH:24][C:23]([F:26])=[CH:22][CH:21]=2)[N:15]2[C:7](=[CH:8][C:9]3[C:14]2=[CH:13][CH:12]=[C:11]([F:27])[CH:10]=3)[C:6]=1[OH:28])=[O:4].[NH2:29][CH2:30][C:31]([O-:33])=[O:32].[Na+]. (5) Given the product [NH2:23][CH2:22][CH2:21][C:19]1[N:18]=[CH:17][N:16]([C:13]2[N:12]=[CH:11][C:10]3[N:9]([CH3:24])[C:8](=[O:25])[C@@H:7]([CH2:26][CH3:27])[N:6]([CH:1]4[CH2:5][CH2:4][CH2:3][CH2:2]4)[C:15]=3[N:14]=2)[CH:20]=1, predict the reactants needed to synthesize it. The reactants are: [CH:1]1([N:6]2[C:15]3[N:14]=[C:13]([N:16]4[CH:20]=[C:19]([CH2:21][C:22]#[N:23])[N:18]=[CH:17]4)[N:12]=[CH:11][C:10]=3[N:9]([CH3:24])[C:8](=[O:25])[C@H:7]2[CH2:26][CH3:27])[CH2:5][CH2:4][CH2:3][CH2:2]1.